Dataset: Peptide-MHC class II binding affinity with 134,281 pairs from IEDB. Task: Regression. Given a peptide amino acid sequence and an MHC pseudo amino acid sequence, predict their binding affinity value. This is MHC class II binding data. (1) The peptide sequence is CSGEPVVVHITDDNE. The MHC is DRB1_1201 with pseudo-sequence DRB1_1201. The binding affinity (normalized) is 0.0235. (2) The peptide sequence is ATTEEQKLIEDINAS. The MHC is HLA-DPA10103-DPB10201 with pseudo-sequence HLA-DPA10103-DPB10201. The binding affinity (normalized) is 0.171. (3) The binding affinity (normalized) is 0.678. The MHC is HLA-DQA10501-DQB10301 with pseudo-sequence HLA-DQA10501-DQB10301. The peptide sequence is DVKFPGGAQIVGGVY. (4) The peptide sequence is EKKYFAATQFEPLIA. The MHC is HLA-DPA10103-DPB10601 with pseudo-sequence HLA-DPA10103-DPB10601. The binding affinity (normalized) is 0.978. (5) The peptide sequence is DVKFPGGGQIVGGVYLLPRR. The MHC is HLA-DPA10103-DPB10401 with pseudo-sequence HLA-DPA10103-DPB10401. The binding affinity (normalized) is 0.796. (6) The peptide sequence is IFKVAATAANAAPAN. The MHC is HLA-DPA10201-DPB11401 with pseudo-sequence HLA-DPA10201-DPB11401. The binding affinity (normalized) is 0.587.